From a dataset of Forward reaction prediction with 1.9M reactions from USPTO patents (1976-2016). Predict the product of the given reaction. Given the reactants B(Br)(Br)Br.C[O:6][C:7]1[CH:8]=[C:9]([CH:15]=[CH:16][C:17]2[O:21][N:20]=[C:19]([CH2:22][CH:23]3[CH2:28][CH2:27][N:26]([CH2:29][CH2:30][N:31]([CH3:33])[CH3:32])[CH2:25][CH2:24]3)[N:18]=2)[CH:10]=[CH:11][C:12]=1[O:13]C, predict the reaction product. The product is: [CH3:33][N:31]([CH3:32])[CH2:30][CH2:29][N:26]1[CH2:25][CH2:24][CH:23]([CH2:22][C:19]2[N:18]=[C:17]([CH:16]=[CH:15][C:9]3[CH:8]=[C:7]([OH:6])[C:12]([OH:13])=[CH:11][CH:10]=3)[O:21][N:20]=2)[CH2:28][CH2:27]1.